Dataset: Catalyst prediction with 721,799 reactions and 888 catalyst types from USPTO. Task: Predict which catalyst facilitates the given reaction. (1) Product: [Cl:1][C:2]1[CH:3]=[C:4]([NH:8][C:9]2[C:14]3[CH:15]=[CH:16][N:17]([CH3:18])[C:13]=3[C:12]([C:19]([N:34]3[CH2:39][CH2:38][O:37][CH2:36][CH2:35]3)=[O:20])=[CH:11][N:10]=2)[CH:5]=[CH:6][CH:7]=1. Reactant: [Cl:1][C:2]1[CH:3]=[C:4]([NH:8][C:9]2[C:14]3[CH:15]=[CH:16][N:17]([CH3:18])[C:13]=3[C:12]([C:19](O)=[O:20])=[CH:11][N:10]=2)[CH:5]=[CH:6][CH:7]=1.ON1C2C=CC=CC=2N=N1.C([N:34]1[CH2:39][CH2:38][O:37][CH2:36][CH2:35]1)C.Cl.C(N=C=NCCCN(C)C)C.N1CCOCC1. The catalyst class is: 9. (2) Reactant: Cl[CH2:2][C:3]1[N:7]2[CH:8]=[CH:9][CH:10]=[CH:11][C:6]2=[N:5][C:4]=1[C:12]1[CH:17]=[CH:16][CH:15]=[CH:14][C:13]=1[N+:18]([O-])=O.C(N(CC)CC)C.[C:28]([N:35]1[CH2:40][CH2:39][NH:38][CH2:37][CH2:36]1)([O:30][C:31]([CH3:34])([CH3:33])[CH3:32])=[O:29]. Product: [C:31]([O:30][C:28]([N:35]1[CH2:40][CH2:39][N:38]([CH2:2][C:3]2[N:7]3[CH:8]=[CH:9][CH:10]=[CH:11][C:6]3=[N:5][C:4]=2[C:12]2[CH:17]=[CH:16][CH:15]=[CH:14][C:13]=2[NH2:18])[CH2:37][CH2:36]1)=[O:29])([CH3:34])([CH3:32])[CH3:33]. The catalyst class is: 2. (3) The catalyst class is: 89. Product: [N:1]1[N:5]2[CH:6]=[C:7]3[CH2:13][CH2:12][NH:11][CH2:10][C:8]3=[N:9][C:4]2=[CH:3][CH:2]=1. Reactant: [N:1]1[N:5]2[CH:6]=[C:7]3[CH2:13][CH2:12][N:11](C(OC(C)(C)C)=O)[CH2:10][C:8]3=[N:9][C:4]2=[CH:3][CH:2]=1.